This data is from Reaction yield outcomes from USPTO patents with 853,638 reactions. The task is: Predict the reaction yield, written as a fraction of the theoretical maximum amount of product (1.0 means a 100% yield; for example, 0.34 means a 34% yield). The reactants are [Br:1][C:2]1[CH:3]=[C:4]2[C:15](=[CH:16][CH:17]=1)[O:14][C:7]1[C:8]([F:13])=[N:9][C:10]([Cl:12])=[CH:11][C:6]=1[C:5]2=O.[CH3:19][C:20]([S@:23]([NH2:25])=[O:24])([CH3:22])[CH3:21]. The catalyst is C1COCC1.[O-]CC.[Ti+4].[O-]CC.[O-]CC.[O-]CC. The product is [Br:1][C:2]1[CH:3]=[C:4]2[C:15](=[CH:16][CH:17]=1)[O:14][C:7]1[C:8]([F:13])=[N:9][C:10]([Cl:12])=[CH:11][C:6]=1[C:5]2=[N:25][S:23]([C:20]([CH3:22])([CH3:21])[CH3:19])=[O:24]. The yield is 0.571.